From a dataset of Catalyst prediction with 721,799 reactions and 888 catalyst types from USPTO. Predict which catalyst facilitates the given reaction. (1) Reactant: [CH2:1]([O:3][P:4]([CH2:9][CH2:10][CH2:11][N:12]=[N+]=[N-])(=[O:8])[O:5][CH2:6][CH3:7])[CH3:2]. Product: [CH2:6]([O:5][P:4]([CH2:9][CH2:10][CH2:11][NH2:12])(=[O:8])[O:3][CH2:1][CH3:2])[CH3:7]. The catalyst class is: 19. (2) Reactant: [NH2:1][C:2]1[S:3][C:4]([C:11]2[CH:16]=[CH:15][CH:14]=[CH:13][CH:12]=2)=[CH:5][C:6]=1[C:7]([O:9][CH3:10])=[O:8].[Cl:17][C:18]([Cl:25])([Cl:24])[C:19]([N:21]=[C:22]=[O:23])=[O:20]. Product: [C:11]1([C:4]2[S:3][C:2]([NH:1][C:22]([NH:21][C:19](=[O:20])[C:18]([Cl:25])([Cl:24])[Cl:17])=[O:23])=[C:6]([C:7]([O:9][CH3:10])=[O:8])[CH:5]=2)[CH:16]=[CH:15][CH:14]=[CH:13][CH:12]=1. The catalyst class is: 1.